Dataset: NCI-60 drug combinations with 297,098 pairs across 59 cell lines. Task: Regression. Given two drug SMILES strings and cell line genomic features, predict the synergy score measuring deviation from expected non-interaction effect. (1) Drug 1: C1CN1C2=NC(=NC(=N2)N3CC3)N4CC4. Drug 2: COC1=C2C(=CC3=C1OC=C3)C=CC(=O)O2. Cell line: PC-3. Synergy scores: CSS=20.3, Synergy_ZIP=0.520, Synergy_Bliss=-1.32, Synergy_Loewe=-14.0, Synergy_HSA=-3.03. (2) Drug 1: COC1=C(C=C2C(=C1)N=CN=C2NC3=CC(=C(C=C3)F)Cl)OCCCN4CCOCC4. Drug 2: COC1=NC(=NC2=C1N=CN2C3C(C(C(O3)CO)O)O)N. Cell line: NCI-H322M. Synergy scores: CSS=43.4, Synergy_ZIP=3.83, Synergy_Bliss=3.97, Synergy_Loewe=-14.3, Synergy_HSA=3.59. (3) Drug 1: CC1=C(N=C(N=C1N)C(CC(=O)N)NCC(C(=O)N)N)C(=O)NC(C(C2=CN=CN2)OC3C(C(C(C(O3)CO)O)O)OC4C(C(C(C(O4)CO)O)OC(=O)N)O)C(=O)NC(C)C(C(C)C(=O)NC(C(C)O)C(=O)NCCC5=NC(=CS5)C6=NC(=CS6)C(=O)NCCC[S+](C)C)O. Drug 2: CC(C)(C#N)C1=CC(=CC(=C1)CN2C=NC=N2)C(C)(C)C#N. Cell line: EKVX. Synergy scores: CSS=12.3, Synergy_ZIP=-2.82, Synergy_Bliss=-0.889, Synergy_Loewe=0.0442, Synergy_HSA=0.419. (4) Drug 1: CC1=C(C(=CC=C1)Cl)NC(=O)C2=CN=C(S2)NC3=CC(=NC(=N3)C)N4CCN(CC4)CCO. Drug 2: CN(CC1=CN=C2C(=N1)C(=NC(=N2)N)N)C3=CC=C(C=C3)C(=O)NC(CCC(=O)O)C(=O)O. Cell line: RPMI-8226. Synergy scores: CSS=37.2, Synergy_ZIP=2.35, Synergy_Bliss=-2.92, Synergy_Loewe=-17.6, Synergy_HSA=-7.60.